Dataset: Forward reaction prediction with 1.9M reactions from USPTO patents (1976-2016). Task: Predict the product of the given reaction. (1) Given the reactants [C:1]([O:4][CH2:5][C:6]([NH:8][C:9]1[CH:14]=[C:13]([C:15]([F:18])([F:17])[F:16])[C:12]([C:19]#[N:20])=[CH:11][C:10]=1[CH3:21])=O)(=[O:3])[CH3:2].C1(P(C2C=CC=CC=2)C2C=CC=CC=2)C=CC=CC=1.C[Si]([N:45]=[N+:46]=[N-:47])(C)C, predict the reaction product. The product is: [C:1]([O:4][CH2:5][C:6]1[N:8]([C:9]2[CH:14]=[C:13]([C:15]([F:18])([F:17])[F:16])[C:12]([C:19]#[N:20])=[CH:11][C:10]=2[CH3:21])[N:47]=[N:46][N:45]=1)(=[O:3])[CH3:2]. (2) Given the reactants C([O:3][C@H:4]1[C@@H:8]([C@:9]([NH2:18])([C:11]2[CH:16]=[CH:15][CH:14]=[CH:13][C:12]=2[F:17])[CH3:10])[CH2:7][O:6][CH2:5]1)=O.C(=O)([O-])O.[Na+], predict the reaction product. The product is: [NH2:18][C@@:9]([C@H:8]1[CH2:7][O:6][CH2:5][C@H:4]1[OH:3])([C:11]1[CH:16]=[CH:15][CH:14]=[CH:13][C:12]=1[F:17])[CH3:10]. (3) Given the reactants [C:1]([O:5][C:6]([N:8]1[CH2:13][CH2:12][CH:11]([O:14][C:15]2[CH:20]=[CH:19][C:18]([NH:21][CH2:22]/[CH:23]=[CH:24]/[C:25]3[CH:26]=[C:27]([CH:30]=[CH:31][CH:32]=3)[C:28]#[N:29])=[CH:17][CH:16]=2)[CH2:10][CH2:9]1)=[O:7])([CH3:4])([CH3:3])[CH3:2].C=O.[CH3:35]C(OCC1C2C(=CC=CC=2)C(COC(C)=O)=C2C=1C=CC=C2)=O.C([BH3-])#N.[Na+], predict the reaction product. The product is: [C:1]([O:5][C:6]([N:8]1[CH2:13][CH2:12][CH:11]([O:14][C:15]2[CH:20]=[CH:19][C:18]([N:21]([CH2:22]/[CH:23]=[CH:24]/[C:25]3[CH:26]=[C:27]([CH:30]=[CH:31][CH:32]=3)[C:28]#[N:29])[CH3:35])=[CH:17][CH:16]=2)[CH2:10][CH2:9]1)=[O:7])([CH3:4])([CH3:2])[CH3:3]. (4) Given the reactants [OH:1][C@@H:2]1[CH2:7][CH2:6][CH2:5][N:4]([C:8]([O:10][C:11]([CH3:14])([CH3:13])[CH3:12])=[O:9])[CH2:3]1.[H-].[Na+].Cl[C:18]1[CH:27]=[CH:26][C:25]2[C:20](=[C:21]([C:28]3[NH:36][C:35]4[CH2:34][CH2:33][NH:32][C:31](=[O:37])[C:30]=4[CH:29]=3)[CH:22]=[CH:23][CH:24]=2)[N:19]=1, predict the reaction product. The product is: [O:37]=[C:31]1[C:30]2[CH:29]=[C:28]([C:21]3[CH:22]=[CH:23][CH:24]=[C:25]4[C:20]=3[N:19]=[C:18]([O:1][C@@H:2]3[CH2:7][CH2:6][CH2:5][N:4]([C:8]([O:10][C:11]([CH3:14])([CH3:13])[CH3:12])=[O:9])[CH2:3]3)[CH:27]=[CH:26]4)[NH:36][C:35]=2[CH2:34][CH2:33][NH:32]1. (5) Given the reactants [N:1]1([C:7]2[CH:12]=[CH:11][C:10]([NH:13][C:14]([C:16]3[CH2:21][CH2:20][CH2:19][CH2:18][C:17]=3[C:22]3[CH:27]=[CH:26][C:25]([C:28]([F:31])([F:30])[F:29])=[CH:24][CH:23]=3)=[O:15])=[CH:9][CH:8]=2)[CH2:6][CH2:5][NH:4][CH2:3][CH2:2]1.Br[CH2:33][C:34]([O:36][CH2:37][CH3:38])=[O:35].C(=O)([O-])[O-].[K+].[K+], predict the reaction product. The product is: [F:30][C:28]([F:29])([F:31])[C:25]1[CH:24]=[CH:23][C:22]([C:17]2[CH2:18][CH2:19][CH2:20][CH2:21][C:16]=2[C:14]([NH:13][C:10]2[CH:9]=[CH:8][C:7]([N:1]3[CH2:6][CH2:5][N:4]([CH2:33][C:34]([O:36][CH2:37][CH3:38])=[O:35])[CH2:3][CH2:2]3)=[CH:12][CH:11]=2)=[O:15])=[CH:27][CH:26]=1. (6) Given the reactants [NH:1]1[C:9]2[C:4](=[CH:5][CH:6]=[CH:7][C:8]=2[C:10]([OH:12])=O)[CH:3]=[CH:2]1.CN(C(ON1N=NC2C=CC=CC1=2)=[N+](C)C)C.[B-](F)(F)(F)F.C(N(CC)C(C)C)(C)C.[C:44]([C:48]1[CH:65]=[CH:64][C:51]([CH2:52][NH:53][CH2:54][CH2:55][C:56]2[CH:61]=[CH:60][C:59]([Cl:62])=[C:58]([Cl:63])[CH:57]=2)=[CH:50][CH:49]=1)([CH3:47])([CH3:46])[CH3:45], predict the reaction product. The product is: [C:44]([C:48]1[CH:65]=[CH:64][C:51]([CH2:52][N:53]([CH2:54][CH2:55][C:56]2[CH:61]=[CH:60][C:59]([Cl:62])=[C:58]([Cl:63])[CH:57]=2)[C:10]([C:8]2[CH:7]=[CH:6][CH:5]=[C:4]3[C:9]=2[NH:1][CH:2]=[CH:3]3)=[O:12])=[CH:50][CH:49]=1)([CH3:47])([CH3:45])[CH3:46].